This data is from Reaction yield outcomes from USPTO patents with 853,638 reactions. The task is: Predict the reaction yield, written as a fraction of the theoretical maximum amount of product (1.0 means a 100% yield; for example, 0.34 means a 34% yield). (1) The catalyst is ClCCl. The reactants are [N:1]1([CH2:6][CH2:7][CH2:8][OH:9])[CH:5]=[CH:4][CH:3]=[N:2]1.C(N(CC)CC)C.[S:17](Cl)([CH3:20])(=[O:19])=[O:18]. The product is [CH3:20][S:17]([O:9][CH2:8][CH2:7][CH2:6][N:1]1[CH:5]=[CH:4][CH:3]=[N:2]1)(=[O:19])=[O:18]. The yield is 0.960. (2) The catalyst is C1COCC1. The product is [Cl:2][C:3]1[CH:8]=[CH:7][N:6]=[C:5]([C:9](=[O:11])[NH:13][CH2:14][CH2:15][N:16]2[CH2:21][CH2:20][O:19][CH2:18][CH2:17]2)[CH:4]=1. The yield is 0.950. The reactants are Cl.[Cl:2][C:3]1[CH:8]=[CH:7][N:6]=[C:5]([C:9]([O:11]C)=O)[CH:4]=1.[NH2:13][CH2:14][CH2:15][N:16]1[CH2:21][CH2:20][O:19][CH2:18][CH2:17]1.O.